Predict the reactants needed to synthesize the given product. From a dataset of Full USPTO retrosynthesis dataset with 1.9M reactions from patents (1976-2016). (1) Given the product [OH:12][C:13]1([C:2]2[CH:7]=[CH:6][C:5]([C:8]([F:11])([F:10])[F:9])=[CH:4][CH:3]=2)[CH2:14][CH2:15][N:16]([C:19]([O:21][CH2:22][CH3:23])=[O:20])[CH2:17][CH2:18]1, predict the reactants needed to synthesize it. The reactants are: Br[C:2]1[CH:7]=[CH:6][C:5]([C:8]([F:11])([F:10])[F:9])=[CH:4][CH:3]=1.[O:12]=[C:13]1[CH2:18][CH2:17][N:16]([C:19]([O:21][CH2:22][CH3:23])=[O:20])[CH2:15][CH2:14]1. (2) Given the product [CH:114]1[C:5]2[C:4]3[CH:7]=[CH:8][CH:9]=[CH:2][C:3]=3[N:103]([C:99]3[N:98]=[C:11]([C:14]4[CH:19]=[C:18]([C:44]5[CH:42]=[C:46]([C:58]6[CH:63]=[CH:62][CH:61]=[CH:60][CH:64]=6)[CH:47]=[C:48]([C:50]6[CH:51]=[CH:52][CH:53]=[CH:54][CH:55]=6)[CH:49]=5)[CH:17]=[C:16]([C:35]5[CH:34]=[CH:33][CH:32]=[CH:31][N:30]=5)[N:15]=4)[CH:12]=[CH:101][CH:100]=3)[C:104]=2[CH:105]=[CH:112][N:113]=1, predict the reactants needed to synthesize it. The reactants are: Br[C:2]1[CH:3]=[C:4]([CH:7]=[C:8](Br)[CH:9]=1)[CH:5]=O.[C:11]([C:14]1[CH:19]=[CH:18][CH:17]=[CH:16][N:15]=1)(=O)[CH3:12].[I-].BrC1N=C(C(=O)C[N+:30]2[CH:35]=[CH:34][CH:33]=[CH:32][CH:31]=2)C=CC=1.BrC1N=[C:42]([C:44]2[CH:49]=[C:48]([C:50]3[CH:55]=[C:54](Br)[CH:53]=[C:52](Br)[CH:51]=3)[CH:47]=[C:46]([C:58]3[CH:63]=[CH:62][CH:61]=[CH:60]N=3)N=2)C=CC=1.[CH:64]1C2C3C=CC=CC=3NC=2C=CN=1.BrC1C=C(C2C=C(C3C=CC=CN=3)N=C(C3C=[CH:101][CH:100]=[C:99]([N:103]4C5C=CC=CC=5[C:105]5[CH:112]=[N:113][CH:114]=C[C:104]4=5)[N:98]=3)C=2)C=C(Br)C=1.C1(B(O)O)C=CC=CC=1.C(=O)([O-])[O-].[K+].[K+]. (3) Given the product [Br-:1].[Br-:1].[CH2:2]([N+:15]1[CH:20]=[CH:19][C:18]([CH3:21])=[CH:17][C:16]=1[CH3:22])[CH2:3][CH2:4][CH2:5]/[CH:6]=[CH:7]\[CH:8]=[CH:9]/[CH2:10][CH2:11][CH2:12][CH2:13][N+:15]1[CH:20]=[CH:19][C:18]([CH3:21])=[CH:17][C:16]=1[CH3:22], predict the reactants needed to synthesize it. The reactants are: [Br:1][CH2:2][CH2:3][CH2:4][CH2:5]/[CH:6]=[CH:7]\[CH:8]=[CH:9]/[CH2:10][CH2:11][CH2:12][CH2:13]Br.[N:15]1[CH:20]=[CH:19][C:18]([CH3:21])=[CH:17][C:16]=1[CH3:22]. (4) Given the product [CH:26]1([NH:33][C:21](=[O:22])[CH2:20][CH:5]2[C:4](=[O:24])[NH:3][C:2]([CH3:1])([CH3:25])[CH2:7][N:6]2[S:8]([C:11]2[C:16]([CH3:17])=[CH:15][C:14]([CH3:18])=[CH:13][C:12]=2[CH3:19])(=[O:9])=[O:10])[CH2:32][CH2:31][CH2:30][CH2:29][CH2:28][CH2:27]1, predict the reactants needed to synthesize it. The reactants are: [CH3:1][C:2]1([CH3:25])[CH2:7][N:6]([S:8]([C:11]2[C:16]([CH3:17])=[CH:15][C:14]([CH3:18])=[CH:13][C:12]=2[CH3:19])(=[O:10])=[O:9])[CH:5]([CH2:20][C:21](O)=[O:22])[C:4](=[O:24])[NH:3]1.[CH:26]1([NH2:33])[CH2:32][CH2:31][CH2:30][CH2:29][CH2:28][CH2:27]1.C(Cl)CCl.CCOC(C)=O.